From a dataset of Experimentally validated miRNA-target interactions with 360,000+ pairs, plus equal number of negative samples. Binary Classification. Given a miRNA mature sequence and a target amino acid sequence, predict their likelihood of interaction. (1) The miRNA is hsa-miR-3678-3p with sequence CUGCAGAGUUUGUACGGACCGG. The protein sequence of the target gene is MEGDGVPWGSEPVSGPGPGGGGMIRELCRGFGRYRRYLGRLRQNLRETQKFFRDIKCSHNHTCLSSLTGGGGAERGPAGDVAETGLQAGQLSCISFPPKEEKYLQQIVDCLPCILILGQDCNVKCQLLNLLLGVQVLPTTKLGSEESCKLRRLRFTYGTQTRVSLALPGQYELVHTLVAHQGNWETIPEEDLEVQENNEDAAHVLAELEVTMHHALLQEVDVVVAPCQGLRPTVDVLGDLVNDFLPVITYALHKDELSERDEQELQEIRKYFSFPVFFFKVPKLGSEIIDSSTRRMESER.... Result: 1 (interaction). (2) The miRNA is hsa-miR-519c-3p with sequence AAAGUGCAUCUUUUUAGAGGAU. The protein sequence of the target gene is MADPVAGIAGSAAKSVRPFRSSEAYVEAMKEDLAEWLNALYGLGLPGGGDGFLTGLATGTTLCQHANAVTEAARALAAARPARGVAFQAHSVVPGSFMARDNVATFIGWCRVELGVPEVLMFETEDLVLRKNEKSVVLCLLEVARRGARLGLLAPRLVQFEQEIERELRAAPPAPNAPAAGEDTTETAPAPGTPARGPRMTPSDLRNLDELVREILGRCTCPDQFPMIKVSEGKYRVGDSSLLIFVRVLRSHVMVRVGGGWDTLEHYLDKHDPCRCSSTAHRPPQPRVCTFSPQRVSPTT.... Result: 0 (no interaction). (3) The protein sequence of the target gene is MDQHQHLNKTAESASSEKKKTRRCNGFKMFLAALSFSYIAKALGGIIMKISITQIERRFDISSSLAGLIDGSFEIGNLLVIVFVSYFGSKLHRPKLIGIGCLLMGTGSILTSLPHFFMGYYRYSKETHINPSENSTSSLSTCLINQTLSFNGTSPEIVEKDCVKESGSHMWIYVFMGNMLRGIGETPIVPLGISYIDDFAKEGHSSLYLGSLNAIGMIGPVIGFALGSLFAKMYVDIGYVDLSTIRITPKDSRWVGAWWLGFLVSGLFSIISSIPFFFLPKNPNKPQKERKISLSLHVLK.... The miRNA is hsa-miR-5011-5p with sequence UAUAUAUACAGCCAUGCACUC. Result: 1 (interaction). (4) The miRNA is hsa-miR-6855-3p with sequence AGACUGACCUUCAACCCCACAG. The protein sequence of the target gene is METSALKQQEQPAATKIRNLPWVEKYRPQTLNDLISHQDILSTIQKFINEDRLPHLLLYGPPGTGKTSTILACAKQLYKDKEFGSMVLELNASDDRGIDIIRGPILSFASTRTIFKKGFKLVILDEADAMTQDAQNALRRVIEKFTENTRFCLICNYLSKIIPALQSRCTRFRFGPLTPELMVPRLEHVVEEEKVDISEDGMKALVTLSSGDMRRALNILQSTNMAFGKVTEETVYTCTGHPLKSDIANILDWMLNQDFTTAYRNITELKTLKGLALHDILTEIHLFVHRVDFPSSVRIH.... Result: 1 (interaction). (5) Result: 0 (no interaction). The protein sequence of the target gene is MASEDIAKLAETLAKTQVAGGQLSFKGKSLKLNTAEDAKDVIKEIEDFDSLEALRLEGNTVGVEAARVIAKALEKKSELKRCHWSDMFTGRLRTEIPPALISLGEGLITAGAQLVELDLSDNAFGPDGVQGFEALLKSSACFTLQELKLNNCGMGIGGGKILAAALTECHRKSSAQGKPLALKVFVAGRNRLENDGATALAEAFRVIGTLEEVHMPQNGINHPGITALAQAFAVNPLLRVINLNDNTFTEKGAVAMAETLKTLRQVEVINFGDCLVRSKGAVAIADAIRGGLPKLKELNL.... The miRNA is hsa-miR-6501-3p with sequence CCAGAGCAGCCUGCGGUAACAGU. (6) The miRNA is hsa-miR-6758-3p with sequence ACUCAUUCUCCUCUGUCCAG. The protein sequence of the target gene is MEDSHELDLTYVTERIIAVSFPASCSEESYLHSLQEVTRMLKCKHGDNYLVLNLSEKRYDLTKLNPKIMDVGWPELHAPPLDKMCTICKAQESWLNNDPQHVVVIHCRGGKGRIGVVISSYMHFTNVSASADQALDRFAMKKFYDDKISALMEPSQKRYVQFLSGLLSGAMKMNTSPLFLHFVIMHGVPSFDTGGACRPFLKLYQAMQPVYTSGIYNVGSENPSRIRIAIEPAQLLKGDIMVKCYHKKFRSATRDVIFRLQFHTGAVQGYGLLFGKEELDSACKDDRFPDYGKIELVFSA.... Result: 0 (no interaction).